From a dataset of Kir2.1 potassium channel HTS with 301,493 compounds. Binary Classification. Given a drug SMILES string, predict its activity (active/inactive) in a high-throughput screening assay against a specified biological target. (1) The drug is O=C(NC1CCCCCCC1)c1c(c2ccccc2)cccc1. The result is 0 (inactive). (2) The molecule is S(=O)(=O)(N1CC(=O)N(C(=O)C1)CCc1ccccc1)c1c(ccc(c1)C)C. The result is 0 (inactive). (3) The molecule is o1nc(nc1CN(CCN1CCc2c(C1)cccc2)C)c1cc2OCOc2cc1. The result is 0 (inactive). (4) The molecule is S(c1n(c(nn1)CCc1[nH]c2c(n1)cccc2)C)CC#N. The result is 0 (inactive). (5) The molecule is O=c1n2CC3CC(CN(C3)C(=O)NCCC(=O)Nc3ccc(C(C)C)cc3)c2ccc1. The result is 0 (inactive). (6) The drug is N1(CCC(Nc2ccccc2)CC1)Cc1ccccc1. The result is 1 (active). (7) The drug is OCCC1N(CCN(C1)Cc1n(CC)ccn1)C\C=C(/C)C. The result is 0 (inactive). (8) The compound is S(Oc1c(OC)cc(cc1)/C=N\O)(=O)(=O)c1ccc(cc1)C. The result is 1 (active). (9) The drug is S(=O)(=O)(N(CC(=O)NCCSCc1ccc(cc1)C)c1ccc(F)cc1)C. The result is 0 (inactive).